The task is: Predict the reactants needed to synthesize the given product.. This data is from Full USPTO retrosynthesis dataset with 1.9M reactions from patents (1976-2016). (1) Given the product [Cl:1][C:2]1[N:10]=[C:9]2[C:5]([N:6]=[C:7]([C:11]([OH:14])([CH3:13])[CH3:12])[N:8]2[CH2:22][CH2:23][CH3:24])=[C:4]([N:15]2[CH2:16][CH2:17][O:18][CH2:19][CH2:20]2)[N:3]=1, predict the reactants needed to synthesize it. The reactants are: [Cl:1][C:2]1[N:10]=[C:9]2[C:5]([N:6]=[C:7]([C:11]([OH:14])([CH3:13])[CH3:12])[NH:8]2)=[C:4]([N:15]2[CH2:20][CH2:19][O:18][CH2:17][CH2:16]2)[N:3]=1.I[CH2:22][CH2:23][CH3:24]. (2) Given the product [CH:6]1([CH2:5][CH:4]([N:11]2[C:19]3[C:14](=[CH:15][C:16]([O:20][C:21]([F:23])([F:24])[F:22])=[CH:17][CH:18]=3)[C:13](=[O:25])[C:12]2=[O:26])[C:3]([OH:27])=[O:2])[CH2:10][CH2:9][CH2:8][CH2:7]1, predict the reactants needed to synthesize it. The reactants are: C[O:2][C:3](=[O:27])[CH:4]([N:11]1[C:19]2[C:14](=[CH:15][C:16]([O:20][C:21]([F:24])([F:23])[F:22])=[CH:17][CH:18]=2)[C:13](=[O:25])[C:12]1=[O:26])[CH2:5][CH:6]1[CH2:10][CH2:9][CH2:8][CH2:7]1.O.[OH-].[Li+]. (3) Given the product [N:1]([C:4]1[CH:5]=[CH:6][C:7]([C:10]2[N:14]=[CH:13][N:12]([C:15]3[CH:16]=[CH:17][C:18]([C:27]([F:47])([F:46])[F:26])=[CH:19][CH:20]=3)[N:11]=2)=[CH:8][CH:9]=1)=[C:2]=[S:3], predict the reactants needed to synthesize it. The reactants are: [N:1]([C:4]1[CH:9]=[CH:8][C:7]([C:10]2[N:14]=[CH:13][N:12]([C:15]3[CH:20]=[CH:19][C:18](OC(F)(F)F)=[CH:17][CH:16]=3)[N:11]=2)=[CH:6][CH:5]=1)=[C:2]=[S:3].[F:26][C:27]([F:47])([F:46])C1C=CC(N2C=NC(C3C=CC(N)=CC=3)=N2)=CC=1. (4) Given the product [F:1][C:2]1[CH:3]=[C:4]([C@H:5]([NH:6][S@:7]([C:9]([CH3:12])([CH3:11])[CH3:10])=[O:8])[CH2:18][CH3:19])[CH:13]=[CH:14][C:15]=1[O:16][CH3:17], predict the reactants needed to synthesize it. The reactants are: [F:1][C:2]1[CH:3]=[C:4]([CH:13]=[CH:14][C:15]=1[O:16][CH3:17])/[CH:5]=[N:6]/[S@:7]([C:9]([CH3:12])([CH3:11])[CH3:10])=[O:8].[CH2:18]([Mg]Br)[CH3:19].[NH4+].[Cl-]. (5) The reactants are: [NH2:1][C:2]1[N:6]([CH3:7])[N:5]=[C:4]([OH:8])[C:3]=1[C:9]1[CH:14]=[CH:13][C:12]([CH3:15])=[CH:11][CH:10]=1.C(=O)([O-])[O-].[K+].[K+].[C:22]([O:25][CH2:26][CH2:27]Br)(=[O:24])[CH3:23]. Given the product [C:22]([O:25][CH2:26][CH2:27][O:8][C:4]1[C:3]([C:9]2[CH:14]=[CH:13][C:12]([CH3:15])=[CH:11][CH:10]=2)=[C:2]([NH2:1])[N:6]([CH3:7])[N:5]=1)(=[O:24])[CH3:23], predict the reactants needed to synthesize it.